Dataset: Catalyst prediction with 721,799 reactions and 888 catalyst types from USPTO. Task: Predict which catalyst facilitates the given reaction. (1) Reactant: [O:1]1[C:5]2([CH2:10][CH2:9][CH:8]([OH:11])[CH2:7][CH2:6]2)[O:4][CH2:3][CH2:2]1.CC(C)([O-])C.[K+].[CH2:18](Cl)[C:19]1[CH:24]=[CH:23][CH:22]=[CH:21][CH:20]=1. Product: [CH2:18]([O:11][CH:8]1[CH2:9][CH2:10][C:5]2([O:4][CH2:3][CH2:2][O:1]2)[CH2:6][CH2:7]1)[C:19]1[CH:24]=[CH:23][CH:22]=[CH:21][CH:20]=1. The catalyst class is: 9. (2) Product: [Br:56][CH2:55][CH2:54][O:53][C:52]([NH:1][CH2:2][CH2:3][C:4]1[CH:9]=[CH:8][CH:7]=[CH:6][C:5]=1[C:10]1[CH:15]=[CH:14][C:13]([C@@H:16]2[C@@:21]([OH:36])([C:22]3[CH:23]=[CH:24][C:25]([CH2:28][O:29][CH2:30][C@@H:31]([CH3:35])[CH2:32][O:33][CH3:34])=[CH:26][CH:27]=3)[CH2:20][CH2:19][N:18]([C:37]([O:39][C:40]([CH3:43])([CH3:42])[CH3:41])=[O:38])[CH2:17]2)=[C:12]([CH3:44])[CH:11]=1)=[O:57]. The catalyst class is: 1. Reactant: [NH2:1][CH2:2][CH2:3][C:4]1[CH:9]=[CH:8][CH:7]=[CH:6][C:5]=1[C:10]1[CH:15]=[CH:14][C:13]([C@@H:16]2[C@@:21]([OH:36])([C:22]3[CH:27]=[CH:26][C:25]([CH2:28][O:29][CH2:30][C@@H:31]([CH3:35])[CH2:32][O:33][CH3:34])=[CH:24][CH:23]=3)[CH2:20][CH2:19][N:18]([C:37]([O:39][C:40]([CH3:43])([CH3:42])[CH3:41])=[O:38])[CH2:17]2)=[C:12]([CH3:44])[CH:11]=1.CCN(CC)CC.[C:52](Cl)(=[O:57])[O:53][CH2:54][CH2:55][Br:56].